This data is from Forward reaction prediction with 1.9M reactions from USPTO patents (1976-2016). The task is: Predict the product of the given reaction. (1) Given the reactants [CH2:1]([N:5]1[C:13]([CH2:14][C:15]2[CH:20]=[CH:19][CH:18]=[C:17]([O:21][CH3:22])[CH:16]=2)=[N:12][C:11]2[C:6]1=[N:7][CH:8]=[N:9][C:10]=2[NH2:23])[CH2:2][CH2:3][CH3:4].[I:24]NC(=O)CCC(N)=O.C([O-])([O-])=O.[K+].[K+], predict the reaction product. The product is: [CH2:1]([N:5]1[C:13]([CH2:14][C:15]2[CH:16]=[C:17]([O:21][CH3:22])[CH:18]=[CH:19][C:20]=2[I:24])=[N:12][C:11]2[C:6]1=[N:7][CH:8]=[N:9][C:10]=2[NH2:23])[CH2:2][CH2:3][CH3:4]. (2) Given the reactants O1[C:6]2[CH:7]=[CH:8][C:9]([CH2:11][NH:12][C:13]3[CH:14]=[C:15]([CH:18]=[CH:19][C:20]=3F)[C:16]#[N:17])=[CH:10][C:5]=2[O:4][CH2:3]C1.NC1C=C(C=CC=1)C#N.C(=O)C1C=CC=C(OC)C=1, predict the reaction product. The product is: [CH3:3][O:4][C:5]1[CH:10]=[C:9]([CH:8]=[CH:7][CH:6]=1)[CH2:11][NH:12][C:13]1[CH:14]=[C:15]([CH:18]=[CH:19][CH:20]=1)[C:16]#[N:17]. (3) Given the reactants [CH3:1][Mg+].[Br-].CC[O:6][CH2:7][CH3:8].C(OC([C:14]1[N:15]=[C:16]([C:27]2[CH:32]=[CH:31][C:30]([Br:33])=[CH:29][C:28]=2[Cl:34])[N:17]([C:19]2[C:24]([Cl:25])=[CH:23][CH:22]=[CH:21][C:20]=2[Cl:26])[CH:18]=1)=O)C, predict the reaction product. The product is: [Br:33][C:30]1[CH:31]=[CH:32][C:27]([C:16]2[N:17]([C:19]3[C:24]([Cl:25])=[CH:23][CH:22]=[CH:21][C:20]=3[Cl:26])[CH:18]=[C:14]([C:7]([OH:6])([CH3:8])[CH3:1])[N:15]=2)=[C:28]([Cl:34])[CH:29]=1. (4) The product is: [C:26]([O:25][C:23](=[O:24])[NH:22][C@H:17]1[CH2:18][CH2:19][CH2:20][CH2:21][C@@H:16]1[NH:15][C:13]([C:3]1[CH:4]=[C:5]([Br:12])[C:6]2[C:11](=[CH:10][CH:9]=[CH:8][CH:7]=2)[C:2]=1[NH2:1])=[O:14])([CH3:29])([CH3:28])[CH3:27]. Given the reactants [NH2:1][C:2]1[C:11]2[C:6](=[CH:7][CH:8]=[CH:9][CH:10]=2)[C:5]([Br:12])=[CH:4][C:3]=1[C:13]([NH:15][C@H:16]1[CH2:21][CH2:20][CH2:19][CH2:18][C@@H:17]1[NH2:22])=[O:14].[C:23](O[C:23]([O:25][C:26]([CH3:29])([CH3:28])[CH3:27])=[O:24])([O:25][C:26]([CH3:29])([CH3:28])[CH3:27])=[O:24], predict the reaction product. (5) Given the reactants [N:1]1([C:8]([C:10]2[CH:15]=[CH:14][C:13]([I:16])=[CH:12][CH:11]=2)=[O:9])[CH2:7][CH2:6][CH2:5][NH:4][CH2:3][CH2:2]1.[CH:17](=O)[CH3:18].C([BH3-])#N.[Na+].[OH-].[Na+], predict the reaction product. The product is: [CH2:17]([N:4]1[CH2:5][CH2:6][CH2:7][N:1]([C:8]([C:10]2[CH:15]=[CH:14][C:13]([I:16])=[CH:12][CH:11]=2)=[O:9])[CH2:2][CH2:3]1)[CH3:18]. (6) Given the reactants [Cl:1][C:2]1[C:3]([CH3:18])=[C:4]([NH:10][C@H:11]([C@H:15]([OH:17])[CH3:16])[C:12]([OH:14])=O)[CH:5]=[CH:6][C:7]=1[C:8]#[N:9].[C:19]([C:21]1[CH:30]=[CH:29][C:24]([C:25]([NH:27][NH2:28])=[O:26])=[CH:23][CH:22]=1)#[N:20], predict the reaction product. The product is: [Cl:1][C:2]1[C:3]([CH3:18])=[C:4]([NH:10][C@H:11]([C@H:15]([OH:17])[CH3:16])[C:12]([NH:28][NH:27][C:25](=[O:26])[C:24]2[CH:23]=[CH:22][C:21]([C:19]#[N:20])=[CH:30][CH:29]=2)=[O:14])[CH:5]=[CH:6][C:7]=1[C:8]#[N:9].